From a dataset of Reaction yield outcomes from USPTO patents with 853,638 reactions. Predict the reaction yield, written as a fraction of the theoretical maximum amount of product (1.0 means a 100% yield; for example, 0.34 means a 34% yield). (1) The reactants are [CH3:1][S:2][C:3]1[CH:11]=[CH:10][C:6]([C:7]([OH:9])=[O:8])=[C:5]([OH:12])[CH:4]=1.[C:13](OC(=O)C)(=[O:15])[CH3:14]. The catalyst is S(=O)(=O)(O)O.O. The product is [CH3:1][S:2][C:3]1[CH:11]=[CH:10][C:6]([C:7]([OH:9])=[O:8])=[C:5]([O:12][C:13](=[O:15])[CH3:14])[CH:4]=1. The yield is 0.800. (2) The reactants are [C:1]([C:3]1[CH:8]=[CH:7][CH:6]=[CH:5][C:4]=1[C:9]1[CH:14]=[CH:13][C:12]([CH2:15][C:16]2[C:17](=[O:42])[N:18]([C@H:28]3[CH2:33][CH2:32][C@H:31]([O:34][CH2:35][C:36](N(OC)C)=[O:37])[CH2:30][CH2:29]3)[C:19]3[N:20]([N:25]=[CH:26][N:27]=3)[C:21]=2[CH2:22][CH2:23][CH3:24])=[CH:11][CH:10]=1)#[N:2].[CH:43]1([Mg]Br)[CH2:45][CH2:44]1.Cl. The catalyst is O1CCCC1. The product is [CH:43]1([C:36](=[O:37])[CH2:35][O:34][C@H:31]2[CH2:32][CH2:33][C@H:28]([N:18]3[C:17](=[O:42])[C:16]([CH2:15][C:12]4[CH:11]=[CH:10][C:9]([C:4]5[C:3]([C:1]#[N:2])=[CH:8][CH:7]=[CH:6][CH:5]=5)=[CH:14][CH:13]=4)=[C:21]([CH2:22][CH2:23][CH3:24])[N:20]4[N:25]=[CH:26][N:27]=[C:19]34)[CH2:29][CH2:30]2)[CH2:45][CH2:44]1. The yield is 0.750. (3) The reactants are Br[C:2]1[CH:3]=[C:4]([C:8]2([C:19]3[CH:24]=[CH:23][N:22]=[C:21]([O:25][CH3:26])[CH:20]=3)[C:16]3[C:11](=[C:12]([F:17])[CH:13]=[CH:14][CH:15]=3)[C:10]([NH2:18])=[N:9]2)[CH:5]=[CH:6][CH:7]=1.[C:27]([C:29]1[CH:30]=[N:31][CH:32]=[C:33](B2OC(C)(C)C(C)(C)[O:36]2)[CH:34]=1)#[N:28]. No catalyst specified. The product is [C:21]([OH:25])(=[O:36])[CH3:20].[NH2:18][C:10]1[C:11]2[C:16](=[CH:15][CH:14]=[CH:13][C:12]=2[F:17])[C:8]([C:4]2[CH:3]=[C:2]([C:33]3[CH:32]=[N:31][CH:30]=[C:29]([CH:34]=3)[C:27]#[N:28])[CH:7]=[CH:6][CH:5]=2)([C:19]2[CH:24]=[CH:23][N:22]=[C:21]([O:25][CH3:26])[CH:20]=2)[N:9]=1. The yield is 0.520. (4) The reactants are [OH:1][C@H:2]1[C:10]2[C:5](=[CH:6][CH:7]=[CH:8][CH:9]=2)[CH2:4][C@:3]1([CH2:20][C:21]1[CH:29]=[CH:28][C:24]([C:25]([OH:27])=[O:26])=[CH:23][CH:22]=1)[C:11]1[CH2:12][C:13]2[C:18]([CH:19]=1)=[CH:17][CH:16]=[CH:15][CH:14]=2.C1CCC(N=C=NC2CCCCC2)CC1.C1C2C(COC([NH:62][C@H:63]([C:68](O)=[O:69])[C@H:64]([CH2:66][CH3:67])[CH3:65])=O)C3C(=CC=CC=3)C=2C=CC=1. The product is [NH2:62][C@H:63]([C:68]([O:1][C@H:2]1[C:10]2[C:5](=[CH:6][CH:7]=[CH:8][CH:9]=2)[CH2:4][C@:3]1([CH2:20][C:21]1[CH:29]=[CH:28][C:24]([C:25]([OH:27])=[O:26])=[CH:23][CH:22]=1)[C:11]1[CH2:12][C:13]2[C:18]([CH:19]=1)=[CH:17][CH:16]=[CH:15][CH:14]=2)=[O:69])[C@H:64]([CH2:66][CH3:67])[CH3:65]. The catalyst is CN(C1C=CN=CC=1)C.C(OCC)(=O)C. The yield is 0.310. (5) The reactants are [Cl:1][C:2]1[C:11]([N+:12]([O-:14])=[O:13])=[C:10](Cl)[C:9]2[C:4](=[CH:5][C:6]([C:16]([F:19])([F:18])[F:17])=[CH:7][CH:8]=2)[N:3]=1.C(N(CC)CC)C.[CH3:27][O:28][C:29]1[CH:35]=[CH:34][C:32]([NH2:33])=[CH:31][CH:30]=1. The catalyst is CN(C)C=O.Cl. The product is [Cl:1][C:2]1[C:11]([N+:12]([O-:14])=[O:13])=[C:10]([NH:33][C:32]2[CH:34]=[CH:35][C:29]([O:28][CH3:27])=[CH:30][CH:31]=2)[C:9]2[C:4](=[CH:5][C:6]([C:16]([F:19])([F:18])[F:17])=[CH:7][CH:8]=2)[N:3]=1. The yield is 1.00. (6) The reactants are C([O:3][C:4]([C:6]1([CH2:19][CH2:20][NH:21][C:22]2[C:23]([CH3:29])=[N:24][C:25]([Br:28])=[CH:26][CH:27]=2)[CH2:11][CH2:10][N:9]([C:12]([O:14][C:15]([CH3:18])([CH3:17])[CH3:16])=[O:13])[CH2:8][CH2:7]1)=O)C.CC(C)([O-])C.[K+]. The catalyst is C1COCC1.C(OCC)(=O)C. The product is [C:15]([O:14][C:12]([N:9]1[CH2:10][CH2:11][C:6]2([C:4](=[O:3])[N:21]([C:22]3[C:23]([CH3:29])=[N:24][C:25]([Br:28])=[CH:26][CH:27]=3)[CH2:20][CH2:19]2)[CH2:7][CH2:8]1)=[O:13])([CH3:18])([CH3:17])[CH3:16]. The yield is 0.600. (7) The reactants are [Cl:1][C:2]1[CH:7]=[CH:6][C:5]([NH:8][CH3:9])=[C:4]([S:10][C:11]2[CH:16]=[CH:15][CH:14]=[CH:13][C:12]=2[Cl:17])[CH:3]=1.[F:18][C:19]([F:36])([F:35])[C:20]1[CH:21]=[C:22]([CH:30]([CH3:34])[C:31]([OH:33])=O)[CH:23]=[C:24]([C:26]([F:29])([F:28])[F:27])[CH:25]=1.C1(N=C=NC2CCCCC2)CCCCC1. The catalyst is ClCCCl. The product is [F:27][C:26]([F:29])([F:28])[C:24]1[CH:23]=[C:22]([CH:30]([CH3:34])[C:31]([N:8]([C:5]2[CH:6]=[CH:7][C:2]([Cl:1])=[CH:3][C:4]=2[S:10][C:11]2[CH:16]=[CH:15][CH:14]=[CH:13][C:12]=2[Cl:17])[CH3:9])=[O:33])[CH:21]=[C:20]([C:19]([F:18])([F:35])[F:36])[CH:25]=1. The yield is 0.200. (8) The reactants are [Cl:1][C:2]1[CH:8]=[CH:7][C:5]([OH:6])=[CH:4][C:3]=1[OH:9].[CH2:10]([CH:17](C(C)=O)[C:18](OCC)=[O:19])C1C=CC=CC=1. The catalyst is OS(O)(=O)=O. The product is [Cl:1][C:2]1[CH:8]=[C:7]2[C:5](=[CH:4][C:3]=1[OH:9])[O:6][C:18](=[O:19])[CH:17]=[CH:10]2. The yield is 0.687. (9) The reactants are [Cl:1][C:2]1[CH:7]=[C:6]([O:8][CH3:9])[CH:5]=[C:4]([Cl:10])[C:3]=1[C:11]1[N:12]=[C:13]([NH2:16])[S:14][CH:15]=1.Cl.[C:18](Cl)(=[O:25])[C:19]1[CH:24]=[CH:23][N:22]=[CH:21][CH:20]=1. The catalyst is C(Cl)Cl.CN(C1C=CN=CC=1)C. The product is [Cl:10][C:4]1[CH:5]=[C:6]([O:8][CH3:9])[CH:7]=[C:2]([Cl:1])[C:3]=1[C:11]1[N:12]=[C:13]([NH:16][C:18](=[O:25])[C:19]2[CH:24]=[CH:23][N:22]=[CH:21][CH:20]=2)[S:14][CH:15]=1. The yield is 0.370. (10) The reactants are [CH2:1]([N:4]([CH2:14][C@H:15]([OH:30])[C@@H:16]([N:19]1[C:27](=[O:28])[C:26]2[C:21](=[CH:22][CH:23]=[CH:24][CH:25]=2)[C:20]1=[O:29])[CH:17]=C)[S:5]([C:8]1[CH:13]=[CH:12][CH:11]=[CH:10][N:9]=1)(=[O:7])=[O:6])[CH:2]=C. The product is [OH:30][C@@H:15]1[C@@H:16]([N:19]2[C:20](=[O:29])[C:21]3[C:26](=[CH:25][CH:24]=[CH:23][CH:22]=3)[C:27]2=[O:28])[CH:17]=[CH:2][CH2:1][N:4]([S:5]([C:8]2[CH:13]=[CH:12][CH:11]=[CH:10][N:9]=2)(=[O:7])=[O:6])[CH2:14]1. The yield is 0.440. The catalyst is ClCCCl.